Predict the reactants needed to synthesize the given product. From a dataset of Full USPTO retrosynthesis dataset with 1.9M reactions from patents (1976-2016). (1) Given the product [CH3:36][O:35][C:33](=[O:34])[CH2:32][C:31]([NH:1][C:2]1[CH:18]=[C:6]([C:7](=[O:8])[NH:9][CH2:10][C:11]2[CH:16]=[CH:15][CH:14]=[C:13]([F:17])[CH:12]=2)[C:5]([F:19])=[CH:4][C:3]=1[Cl:20])=[O:37], predict the reactants needed to synthesize it. The reactants are: [NH2:1][C:2]1[C:3]([Cl:20])=[CH:4][C:5]([F:19])=[C:6]([CH:18]=1)[C:7]([NH:9][CH2:10][C:11]1[CH:16]=[CH:15][CH:14]=[C:13]([F:17])[CH:12]=1)=[O:8].C(N(C(C)C)C(C)C)C.Cl[C:31](=[O:37])[CH2:32][C:33]([O:35][CH3:36])=[O:34]. (2) Given the product [ClH:2].[ClH:29].[Cl:29][C:30]1[C:31]([F:37])=[C:32]([NH:33][C:3]2[C:12]3[C:7](=[CH:8][C:9]([O:15][C@H:16]4[CH2:21][CH2:20][CH2:19][NH:18][CH2:17]4)=[C:10]([O:13][CH3:14])[CH:11]=3)[N:6]=[CH:5][N:4]=2)[CH:34]=[CH:35][CH:36]=1, predict the reactants needed to synthesize it. The reactants are: Cl.[Cl:2][C:3]1[C:12]2[C:7](=[CH:8][C:9]([O:15][C@H:16]3[CH2:21][CH2:20][CH2:19][N:18](C(OC(C)(C)C)=O)[CH2:17]3)=[C:10]([O:13][CH3:14])[CH:11]=2)[N:6]=[CH:5][N:4]=1.[Cl:29][C:30]1[C:31]([F:37])=[C:32]([CH:34]=[CH:35][CH:36]=1)[NH2:33]. (3) Given the product [C:10]([C:6]1[CH:5]=[C:4]2[C:9](=[CH:8][CH:7]=1)[NH:1][CH:2]=[CH:3]2)#[CH:11], predict the reactants needed to synthesize it. The reactants are: [NH:1]1[C:9]2[C:4](=[CH:5][C:6]([C:10]#[C:11]C(C)(O)C)=[CH:7][CH:8]=2)[CH:3]=[CH:2]1.[H-].[Na+]. (4) The reactants are: [CH3:1][CH2:2][NH:3][C:4]([C@H:6]1[O:10][C@@H:9]([N:11]2[C:15]3[N:16]=[C:17]([C:21]#[C:22][CH2:23][CH:24]4[CH2:29][CH2:28][CH:27]([C:30]([O:32]C)=O)[CH2:26][CH2:25]4)[N:18]=[C:19]([NH2:20])[C:14]=3[N:13]=[CH:12]2)[C@H:8]([OH:34])[C@@H:7]1[OH:35])=[O:5].CO.[NH3:38]. Given the product [CH2:2]([NH:3][C:4]([CH:6]1[CH:7]([OH:35])[CH:8]([OH:34])[CH:9]([N:11]2[CH:12]=[N:13][C:14]3[C:15]2=[N:16][C:17]([C:21]#[C:22][CH2:23][CH:24]2[CH2:25][CH2:26][CH:27]([C:30](=[O:32])[NH2:38])[CH2:28][CH2:29]2)=[N:18][C:19]=3[NH2:20])[O:10]1)=[O:5])[CH3:1], predict the reactants needed to synthesize it. (5) Given the product [F:16][C:17]1[CH:24]=[CH:23][CH:22]=[C:21]([F:25])[C:18]=1[CH:19]([C:7]1[CH:2]=[CH:3][C:4]([OH:10])=[C:5]([O:8][CH3:9])[CH:6]=1)[OH:20], predict the reactants needed to synthesize it. The reactants are: Br[C:2]1[CH:3]=[C:4]([OH:10])[C:5]([O:8][CH3:9])=[CH:6][CH:7]=1.[Li]C(C)(C)C.[F:16][C:17]1[CH:24]=[CH:23][CH:22]=[C:21]([F:25])[C:18]=1[CH:19]=[O:20].C(=O)=O.